Task: Predict the reaction yield, written as a fraction of the theoretical maximum amount of product (1.0 means a 100% yield; for example, 0.34 means a 34% yield).. Dataset: Reaction yield outcomes from USPTO patents with 853,638 reactions (1) The catalyst is CC(O)=O. The product is [Br:19][C:3]1[O:4][C:5]2[CH:10]=[CH:9][C:8]([CH:11]=[C:12]3[S:16][C:15](=[O:17])[NH:14][C:13]3=[O:18])=[CH:7][C:6]=2[C:2]=1[CH3:1]. The yield is 0.660. The reactants are [CH3:1][C:2]1[C:6]2[CH:7]=[C:8]([CH:11]=[C:12]3[S:16][C:15](=[O:17])[NH:14][C:13]3=[O:18])[CH:9]=[CH:10][C:5]=2[O:4][CH:3]=1.[Br:19]Br. (2) The reactants are [CH3:1][N:2]([CH3:49])[CH2:3][CH2:4][NH:5][CH2:6][C@:7]12[CH2:45][CH2:44][C@@H:43]([C:46]([CH3:48])=[CH2:47])[C@@H:8]1[C@@H:9]1[C@@:22]([CH3:25])([CH2:23][CH2:24]2)[C@@:21]2([CH3:26])[C@@H:12]([C@:13]3([CH3:42])[C@@H:18]([CH2:19][CH2:20]2)[C:17]([CH3:28])([CH3:27])[C:16]([C:29]2[CH:41]=[CH:40][C:32]([C:33]([O:35][C:36]([CH3:39])([CH3:38])[CH3:37])=[O:34])=[CH:31][CH:30]=2)=[CH:15][CH2:14]3)[CH2:11][CH2:10]1.CCN(C(C)C)C(C)C.[C:59]([O:65][C:66]([CH3:69])([CH3:68])[CH3:67])(=[O:64])[CH2:60][C:61]([O-])=[O:62].F[B-](F)(F)F.N1(OC(N(C)C)=[N+](C)C)C2C=CC=CC=2N=N1. The catalyst is ClCCCl.CN(C1C=CN=CC=1)C. The product is [C:66]([O:65][C:59](=[O:64])[CH2:60][C:61]([N:5]([CH2:6][C@:7]12[CH2:45][CH2:44][C@@H:43]([C:46]([CH3:48])=[CH2:47])[C@@H:8]1[C@@H:9]1[C@@:22]([CH3:25])([CH2:23][CH2:24]2)[C@@:21]2([CH3:26])[C@@H:12]([C@:13]3([CH3:42])[C@@H:18]([CH2:19][CH2:20]2)[C:17]([CH3:28])([CH3:27])[C:16]([C:29]2[CH:41]=[CH:40][C:32]([C:33]([O:35][C:36]([CH3:37])([CH3:38])[CH3:39])=[O:34])=[CH:31][CH:30]=2)=[CH:15][CH2:14]3)[CH2:11][CH2:10]1)[CH2:4][CH2:3][N:2]([CH3:1])[CH3:49])=[O:62])([CH3:69])([CH3:68])[CH3:67]. The yield is 0.970. (3) The reactants are [Cl:1][C:2]1[CH:10]=[C:9]2[C:5]([C:6]([C:11]([O:13]C)=[O:12])=[CH:7][NH:8]2)=[CH:4][C:3]=1[C:15]1[CH:20]=[CH:19][C:18]([O:21][CH3:22])=[C:17]([O:23][CH3:24])[CH:16]=1.CO.[OH-].[Na+].Cl. The catalyst is C(OCC)(=O)C.C(Cl)Cl. The product is [Cl:1][C:2]1[CH:10]=[C:9]2[C:5]([C:6]([C:11]([OH:13])=[O:12])=[CH:7][NH:8]2)=[CH:4][C:3]=1[C:15]1[CH:20]=[CH:19][C:18]([O:21][CH3:22])=[C:17]([O:23][CH3:24])[CH:16]=1. The yield is 0.240. (4) The reactants are [CH2:1]([S:3]([C:6]1[CH:11]=[CH:10][C:9](B2OC(C)(C)C(C)(C)O2)=[C:8]([O:21][CH3:22])[CH:7]=1)(=[O:5])=[O:4])[CH3:2].[Br:23][C:24]1[CH:29]=[CH:28][C:27]([OH:30])=[C:26](I)[CH:25]=1.C(=O)([O-])[O-].[Na+].[Na+]. The catalyst is O1CCOCC1.O.C1C=CC([P]([Pd]([P](C2C=CC=CC=2)(C2C=CC=CC=2)C2C=CC=CC=2)([P](C2C=CC=CC=2)(C2C=CC=CC=2)C2C=CC=CC=2)[P](C2C=CC=CC=2)(C2C=CC=CC=2)C2C=CC=CC=2)(C2C=CC=CC=2)C2C=CC=CC=2)=CC=1. The product is [Br:23][C:24]1[CH:29]=[C:28]([C:9]2[CH:10]=[CH:11][C:6]([S:3]([CH2:1][CH3:2])(=[O:4])=[O:5])=[CH:7][C:8]=2[O:21][CH3:22])[C:27]([OH:30])=[CH:26][CH:25]=1. The yield is 0.440. (5) The reactants are [CH3:1][O:2][C:3](=[O:17])[CH2:4][C:5]1[CH:10]=[CH:9][C:8]([O:11][CH2:12][CH:13]2[CH2:15][CH2:14]2)=[C:7](Br)[CH:6]=1.[F:18][C:19]([F:30])([F:29])[C:20]1[CH:25]=[CH:24][C:23](B(O)O)=[CH:22][CH:21]=1.C([O-])([O-])=O.[Cs+].[Cs+]. The catalyst is COCCOC. The product is [CH3:1][O:2][C:3](=[O:17])[CH2:4][C:5]1[CH:6]=[C:7]([C:23]2[CH:24]=[CH:25][C:20]([C:19]([F:30])([F:29])[F:18])=[CH:21][CH:22]=2)[C:8]([O:11][CH2:12][CH:13]2[CH2:15][CH2:14]2)=[CH:9][CH:10]=1. The yield is 0.960.